From a dataset of Full USPTO retrosynthesis dataset with 1.9M reactions from patents (1976-2016). Predict the reactants needed to synthesize the given product. (1) Given the product [Cl:1][C:2]1[C:3]([NH:18][C:19]2[CH:23]=[C:22]([CH:39]3[CH2:41][CH2:40]3)[NH:21][N:20]=2)=[N:4][C:5]([NH:8][C@H:9]([C:11]2[N:16]=[CH:15][C:14]([F:17])=[CH:13][N:12]=2)[CH3:10])=[N:6][CH:7]=1, predict the reactants needed to synthesize it. The reactants are: [Cl:1][C:2]1[C:3]([NH:18][C:19]2[CH:23]=[C:22](OC)[NH:21][N:20]=2)=[N:4][C:5]([NH:8][C@H:9]([C:11]2[N:16]=[CH:15][C:14]([F:17])=[CH:13][N:12]=2)[CH3:10])=[N:6][CH:7]=1.ClC1N=C(NC2C=C([CH:39]3[CH2:41][CH2:40]3)NN=2)C(Cl)=CN=1.CCN(C(C)C)C(C)C. (2) Given the product [ClH:1].[NH2:25][CH:23]([CH3:24])[CH2:22][C:19]1[CH:20]=[CH:21][C:16]([C:5]2[C:6]3[C:7]4[CH:15]=[CH:14][S:13][C:8]=4[C:9](=[O:12])[NH:10][C:11]=3[C:2]([Cl:1])=[CH:3][C:4]=2[OH:33])=[CH:17][CH:18]=1, predict the reactants needed to synthesize it. The reactants are: [Cl:1][C:2]1[C:11]2[NH:10][C:9](=[O:12])[C:8]3[S:13][CH:14]=[CH:15][C:7]=3[C:6]=2[C:5]([C:16]2[CH:21]=[CH:20][C:19]([CH2:22][CH:23]([NH:25]C(=O)OC(C)(C)C)[CH3:24])=[CH:18][CH:17]=2)=[C:4]([O:33]C)[CH:3]=1.B(Br)(Br)Br.